Dataset: Forward reaction prediction with 1.9M reactions from USPTO patents (1976-2016). Task: Predict the product of the given reaction. Given the reactants Br[C:2]1[S:3][CH:4]=[C:5]([Br:7])[N:6]=1.C([Li])CCC.[Cl:13][C:14]1[N:19]=[CH:18][CH:17]=[CH:16][N:15]=1.O.C(C1C(=O)C(Cl)=C(Cl)C(=O)C=1C#N)#N.[OH-].[Na+], predict the reaction product. The product is: [Br:7][C:5]1[N:6]=[C:2]([C:16]2[CH:17]=[CH:18][N:19]=[C:14]([Cl:13])[N:15]=2)[S:3][CH:4]=1.